Dataset: Full USPTO retrosynthesis dataset with 1.9M reactions from patents (1976-2016). Task: Predict the reactants needed to synthesize the given product. (1) Given the product [CH3:1][C:2]([CH3:30])([CH3:31])[C@H:3]([NH:8][C:9]([N:45]1[C:46]2[CH2:51][CH2:50][N:49]([CH3:60])[CH2:48][C:47]=2[C:43]([C:34]2[CH:35]=[CH:36][C:37]([C:39]([F:41])([F:42])[F:40])=[CH:38][C:33]=2[F:32])=[N:44]1)=[O:10])[C:4]([NH:6][CH3:7])=[O:5], predict the reactants needed to synthesize it. The reactants are: [CH3:1][C:2]([CH3:31])([CH3:30])[C@H:3]([NH:8][C:9](N1C2CCN(C)CC=2C(C2C=C(F)C(F)=CC=2F)=N1)=[O:10])[C:4]([NH:6][CH3:7])=[O:5].[F:32][C:33]1[CH:38]=[C:37]([C:39]([F:42])([F:41])[F:40])[CH:36]=[CH:35][C:34]=1[C:43]1[C:47]2[CH2:48][N:49](C(OC(C)(C)C)=O)[CH2:50][CH2:51][C:46]=2[NH:45][N:44]=1.F[C:60]1C=C(C2C3CN(C(OC(C)(C)C)=O)CCC=3NN=2)C=CC=1F. (2) Given the product [Br:1][C:2]1[CH:3]=[C:4]2[NH:9][C:11](=[O:12])[NH:8][C:5]2=[N:6][CH:7]=1, predict the reactants needed to synthesize it. The reactants are: [Br:1][C:2]1[CH:3]=[C:4]([NH2:9])[C:5]([NH2:8])=[N:6][CH:7]=1.N[C:11](N)=[O:12].